Dataset: Catalyst prediction with 721,799 reactions and 888 catalyst types from USPTO. Task: Predict which catalyst facilitates the given reaction. Reactant: [F:1][C:2]([F:43])([F:42])[C:3]1[CH:4]=[C:5]([C:13]2[O:41][C:16]3=[C:17]([NH2:40])[N:18]=[CH:19][C:20]([C:21]4[CH:22]=[N:23][N:24]([CH:26]5[CH2:31][CH2:30][CH:29]([O:32][Si](C(C)(C)C)(C)C)[CH2:28][CH2:27]5)[CH:25]=4)=[C:15]3[CH:14]=2)[CH:6]=[C:7]([C:9]([F:12])([F:11])[F:10])[CH:8]=1.[F-].C([N+](CCCC)(CCCC)CCCC)CCC. Product: [NH2:40][C:17]1[N:18]=[CH:19][C:20]([C:21]2[CH:22]=[N:23][N:24]([C@H:26]3[CH2:31][CH2:30][C@H:29]([OH:32])[CH2:28][CH2:27]3)[CH:25]=2)=[C:15]2[CH:14]=[C:13]([C:5]3[CH:6]=[C:7]([C:9]([F:10])([F:11])[F:12])[CH:8]=[C:3]([C:2]([F:43])([F:1])[F:42])[CH:4]=3)[O:41][C:16]=12. The catalyst class is: 49.